Dataset: Full USPTO retrosynthesis dataset with 1.9M reactions from patents (1976-2016). Task: Predict the reactants needed to synthesize the given product. (1) Given the product [F:17][C:18]1[CH:23]=[CH:22][C:21]([O:10][CH:9]([C:11]2[CH:16]=[CH:15][CH:14]=[CH:13][CH:12]=2)[CH2:8][N:5]2[CH2:6][CH2:7][N:2]([CH3:1])[CH2:3][CH2:4]2)=[CH:20][CH:19]=1, predict the reactants needed to synthesize it. The reactants are: [CH3:1][N:2]1[CH2:7][CH2:6][N:5]([CH2:8][CH:9]([C:11]2[CH:16]=[CH:15][CH:14]=[CH:13][CH:12]=2)[OH:10])[CH2:4][CH2:3]1.[F:17][C:18]1[CH:23]=[CH:22][C:21](O)=[CH:20][CH:19]=1.C1(P(C2C=CC=CC=2)C2C=CC=CC=2)C=CC=CC=1.CC(OC(/N=N/C(OC(C)C)=O)=O)C. (2) Given the product [CH2:11]([C:4]1[C:3]([CH2:13][CH2:14][CH2:15][CH2:16][C:17]([F:21])=[C:18]([F:20])[F:19])=[C:2]([NH2:22])[N:7]2[N:8]=[CH:9][N:10]=[C:6]2[N:5]=1)[CH3:12], predict the reactants needed to synthesize it. The reactants are: Cl[C:2]1[N:7]2[N:8]=[CH:9][N:10]=[C:6]2[N:5]=[C:4]([CH2:11][CH3:12])[C:3]=1[CH2:13][CH2:14][CH2:15][CH2:16][C:17]([F:21])=[C:18]([F:20])[F:19].[NH3:22]. (3) Given the product [CH3:42][O:43][CH2:44][CH2:45][N:29]1[CH2:30][CH:31]2[C:27]([C:24]3[CH:23]=[CH:22][C:21]([N:15]4[CH2:20][CH2:19][O:18][CH2:17][CH2:16]4)=[CH:26][CH:25]=3)([CH2:32]2)[CH2:28]1, predict the reactants needed to synthesize it. The reactants are: C1(N)C(F)=C(F)C(F)=C(N)C=1F.Cl.Cl.[N:15]1([C:21]2[CH:26]=[CH:25][C:24]([C:27]34[CH2:32][CH:31]3[CH2:30][NH:29][CH2:28]4)=[CH:23][CH:22]=2)[CH2:20][CH2:19][O:18][CH2:17][CH2:16]1.CCN(C(C)C)C(C)C.[CH3:42][O:43][CH2:44][CH2:45]Cl. (4) Given the product [CH:21]([N:16]1[C:15]([C:9]2[N:8]=[C:7]3[N:11]([CH2:12][CH2:13][O:14][C:5]4[CH:4]=[C:3]([CH3:25])[C:2]([S:35][CH:32]5[CH2:33][CH2:34][N:29]([CH:26]([CH3:28])[CH3:27])[CH2:30][CH2:31]5)=[CH:24][C:6]=43)[CH:10]=2)=[N:19][C:18]([CH3:20])=[N:17]1)([CH3:23])[CH3:22], predict the reactants needed to synthesize it. The reactants are: Br[C:2]1[C:3]([CH3:25])=[CH:4][C:5]2[O:14][CH2:13][CH2:12][N:11]3[C:7](=[N:8][C:9]([C:15]4[N:16]([CH:21]([CH3:23])[CH3:22])[N:17]=[C:18]([CH3:20])[N:19]=4)=[CH:10]3)[C:6]=2[CH:24]=1.[CH:26]([N:29]1[CH2:34][CH2:33][CH:32]([SH:35])[CH2:31][CH2:30]1)([CH3:28])[CH3:27].CC1(C)C2C(=C(P(C3C=CC=CC=3)C3C=CC=CC=3)C=CC=2)OC2C(P(C3C=CC=CC=3)C3C=CC=CC=3)=CC=CC1=2.CCN(C(C)C)C(C)C. (5) Given the product [CH3:32][O:31][C:25]1[CH:24]=[C:23]([C:19]2[N:18]=[C:17]([C:15]([N:12]3[CH2:13][CH2:14][N:9]([C:7]4[CH:6]=[CH:5][N:4]=[CH:3][N:8]=4)[CH2:10][CH2:11]3)=[O:16])[CH:22]=[CH:21][CH:20]=2)[CH:28]=[CH:27][C:26]=1[O:29][CH3:30], predict the reactants needed to synthesize it. The reactants are: O.Cl[C:3]1[N:8]=[C:7]([N:9]2[CH2:14][CH2:13][N:12]([C:15]([C:17]3[CH:22]=[CH:21][CH:20]=[C:19]([C:23]4[CH:28]=[CH:27][C:26]([O:29][CH3:30])=[C:25]([O:31][CH3:32])[CH:24]=4)[N:18]=3)=[O:16])[CH2:11][CH2:10]2)[CH:6]=[CH:5][N:4]=1. (6) Given the product [CH3:1][O:2][C:3](=[O:22])[CH2:4][O:5][C:6]1[CH:11]=[CH:10][C:9]([CH2:12][NH:13][C:14]([O:16][C:17]([CH3:20])([CH3:19])[CH3:18])=[O:15])=[CH:8][C:7]=1[C:26]1[CH:27]=[CH:28][N:23]=[CH:24][CH:25]=1, predict the reactants needed to synthesize it. The reactants are: [CH3:1][O:2][C:3](=[O:22])[CH2:4][O:5][C:6]1[CH:11]=[CH:10][C:9]([CH2:12][NH:13][C:14]([O:16][C:17]([CH3:20])([CH3:19])[CH3:18])=[O:15])=[CH:8][C:7]=1Br.[N:23]1[CH:28]=[CH:27][C:26](B(O)O)=[CH:25][CH:24]=1.C([O-])([O-])=O.[Cs+].[Cs+].C(Cl)Cl. (7) Given the product [Cl:1][C:2]1[C:7]([N+:8]([O-:10])=[O:9])=[CH:6][CH:5]=[CH:4][C:3]=1[NH:11][S:12]([CH2:15][CH2:16][CH3:17])(=[O:14])=[O:13], predict the reactants needed to synthesize it. The reactants are: [Cl:1][C:2]1[C:7]([N+:8]([O-:10])=[O:9])=[CH:6][CH:5]=[CH:4][C:3]=1[N:11](S(CCC)(=O)=O)[S:12]([CH2:15][CH2:16][CH3:17])(=[O:14])=[O:13].C1COCC1.CO. (8) The reactants are: [CH3:1][N:2]([CH3:16])[C:3](=[O:15])[CH2:4][N:5]([CH3:14])[CH2:6][CH2:7][C:8]1[CH:13]=[CH:12][N:11]=[CH:10][CH:9]=1. Given the product [CH3:16][N:2]([CH3:1])[C:3](=[O:15])[CH2:4][N:5]([CH3:14])[CH2:6][CH2:7][CH:8]1[CH2:13][CH2:12][NH:11][CH2:10][CH2:9]1, predict the reactants needed to synthesize it. (9) Given the product [CH2:12]([N:3]1[C:2]([CH3:1])=[CH:6][C:5]([CH3:7])=[N:4]1)[CH2:13][CH2:14][CH2:15][CH2:16][CH2:17][CH2:18][CH3:19], predict the reactants needed to synthesize it. The reactants are: [CH3:1][C:2]1[CH:6]=[C:5]([CH3:7])[NH:4][N:3]=1.[Na].[H][H].Br[CH2:12][CH2:13][CH2:14][CH2:15][CH2:16][CH2:17][CH2:18][CH3:19]. (10) Given the product [CH3:11][NH:12][C:2]1[CH:10]=[CH:9][C:5]2[CH:6]=[CH:7][O:8][C:4]=2[CH:3]=1, predict the reactants needed to synthesize it. The reactants are: Br[C:2]1[CH:10]=[CH:9][C:5]2[CH:6]=[CH:7][O:8][C:4]=2[CH:3]=1.[CH3:11][NH2:12].CC([O-])=O.[K+].